This data is from Reaction yield outcomes from USPTO patents with 853,638 reactions. The task is: Predict the reaction yield, written as a fraction of the theoretical maximum amount of product (1.0 means a 100% yield; for example, 0.34 means a 34% yield). (1) The reactants are [CH3:1][O:2][C:3](=[O:21])[C@@H:4]([NH:13][C:14]([O:16][C:17]([CH3:20])([CH3:19])[CH3:18])=[O:15])[CH2:5][C:6]1[CH:11]=[CH:10][C:9]([NH2:12])=[CH:8][CH:7]=1.Cl[C:23]1[C:32]([C:33]#[N:34])=[CH:31][C:30]2[C:25](=[CH:26][CH:27]=[N:28][CH:29]=2)[N:24]=1.C(N(C(C)C)CC)(C)C. The catalyst is CCO. The product is [CH3:1][O:2][C:3](=[O:21])[C@@H:4]([NH:13][C:14]([O:16][C:17]([CH3:18])([CH3:20])[CH3:19])=[O:15])[CH2:5][C:6]1[CH:11]=[CH:10][C:9]([NH:12][C:23]2[C:32]([C:33]#[N:34])=[CH:31][C:30]3[C:25](=[CH:26][CH:27]=[N:28][CH:29]=3)[N:24]=2)=[CH:8][CH:7]=1. The yield is 0.340. (2) The reactants are C(OC(=O)[NH:7][CH:8]1[CH2:13][CH2:12][N:11]([CH:14]2[CH2:17][O:16][CH2:15]2)[CH2:10][CH2:9]1)(C)(C)C.C(O)(C(F)(F)F)=O. The catalyst is ClCCl. The product is [O:16]1[CH2:17][CH:14]([N:11]2[CH2:12][CH2:13][CH:8]([NH2:7])[CH2:9][CH2:10]2)[CH2:15]1. The yield is 1.00. (3) The reactants are [CH2:1]([C:5]1[N:6]=[C:7]([CH3:27])[NH:8][C:9](=[O:26])[C:10]=1[CH2:11][C:12]1[CH:17]=[CH:16][C:15]([C:18]2[C:19]([C:24]#[N:25])=[CH:20][CH:21]=[CH:22][CH:23]=2)=[CH:14][CH:13]=1)[CH2:2][CH2:3][CH3:4].C(=O)([O-])[O-].[K+].[K+].Cl[CH2:35][N:36]1[C:40]2[CH:41]=[CH:42][CH:43]=[CH:44][C:39]=2[N:38]=[N:37]1.CN(C)C=O. The catalyst is C([O-])(=O)C. The product is [N:36]1([CH2:35][N:8]2[C:9](=[O:26])[C:10]([CH2:11][C:12]3[CH:17]=[CH:16][C:15]([C:18]4[C:19]([C:24]#[N:25])=[CH:20][CH:21]=[CH:22][CH:23]=4)=[CH:14][CH:13]=3)=[C:5]([CH2:1][CH2:2][CH2:3][CH3:4])[N:6]=[C:7]2[CH3:27])[C:40]2[CH:41]=[CH:42][CH:43]=[CH:44][C:39]=2[N:38]=[N:37]1. The yield is 0.330. (4) The reactants are [N+:1]([C:4]1[N:5]=[CH:6][N:7]([CH2:9][C:10]#[N:11])[CH:8]=1)([O-])=O.[H][H].[Cl:14][C:15]1[N:20]=[C:19](Cl)[N:18]=[C:17]([Cl:22])[N:16]=1. The catalyst is C(O)C.[Pd]. The product is [Cl:14][C:15]1[N:16]=[C:17]([Cl:22])[N:18]=[C:19]([NH:1][C:4]2[N:5]=[CH:6][N:7]([CH2:9][C:10]#[N:11])[CH:8]=2)[N:20]=1. The yield is 0.820. (5) The reactants are [Cl:1][C:2]([Cl:7])([Cl:6])[C:3](O)=[O:4].ClC(Cl)(Cl)C([O-])=O.[Na+].C([CH:18]1[CH2:23][CH2:22][N:21]([C:24]([O:26][C:27]([CH3:30])([CH3:29])[CH3:28])=[O:25])[CH2:20][CH2:19]1)=O. The catalyst is CN(C=O)C. The product is [Cl:1][C:2]([Cl:7])([Cl:6])[CH:3]([CH:18]1[CH2:23][CH2:22][N:21]([C:24]([O:26][C:27]([CH3:30])([CH3:29])[CH3:28])=[O:25])[CH2:20][CH2:19]1)[OH:4]. The yield is 0.735. (6) The reactants are C([O:4][C:5]1[CH:6]=[C:7]([CH:11]=[CH:12][C:13]([NH:15][C@H:16]([C:26]([O:28]C)=[O:27])[CH2:17][C:18]2[CH:23]=[CH:22][C:21]([O:24][CH3:25])=[CH:20][CH:19]=2)=[O:14])[CH:8]=[CH:9][CH:10]=1)(=O)C.[OH-].[Na+]. The catalyst is CO. The product is [OH:4][C:5]1[CH:6]=[C:7]([CH:11]=[CH:12][C:13]([NH:15][C@H:16]([C:26]([OH:28])=[O:27])[CH2:17][C:18]2[CH:19]=[CH:20][C:21]([O:24][CH3:25])=[CH:22][CH:23]=2)=[O:14])[CH:8]=[CH:9][CH:10]=1. The yield is 0.510. (7) The reactants are [CH3:1][O:2][C:3](=[O:20])[CH:4]([C:13]1[CH:18]=[CH:17][C:16](Br)=[CH:15][CH:14]=1)[CH2:5][CH:6]1[CH2:11][CH2:10][N:9]([CH3:12])[CH2:8][CH2:7]1.[C:21]([O:25][C:26](=[O:39])[NH:27][C:28]1[CH:33]=[CH:32][CH:31]=[CH:30][C:29]=1[NH:34][C:35](=[O:38])[CH:36]=[CH2:37])([CH3:24])([CH3:23])[CH3:22].C1(C)C=CC=CC=1P(C1C=CC=CC=1C)C1C=CC=CC=1C.C(N(CC)CC)C.[NH4+].[Cl-]. The catalyst is CN(C=O)C.C1C=CC(/C=C/C(/C=C/C2C=CC=CC=2)=O)=CC=1.C1C=CC(/C=C/C(/C=C/C2C=CC=CC=2)=O)=CC=1.C1C=CC(/C=C/C(/C=C/C2C=CC=CC=2)=O)=CC=1.[Pd].[Pd]. The product is [CH3:1][O:2][C:3](=[O:20])[CH:4]([C:13]1[CH:18]=[CH:17][C:16](/[CH:37]=[CH:36]/[C:35](=[O:38])[NH:34][C:29]2[CH:30]=[CH:31][CH:32]=[CH:33][C:28]=2[NH:27][C:26]([O:25][C:21]([CH3:24])([CH3:23])[CH3:22])=[O:39])=[CH:15][CH:14]=1)[CH2:5][CH:6]1[CH2:11][CH2:10][N:9]([CH3:12])[CH2:8][CH2:7]1. The yield is 0.500. (8) The reactants are [NH2:1][CH2:2][C:3]([O:5][C:6]([CH3:9])([CH3:8])[CH3:7])=[O:4].[C:10]([O-])(O)=[O:11].[Na+].ClC(Cl)(OC(=O)OC(Cl)(Cl)Cl)Cl. The catalyst is C(Cl)Cl. The product is [N:1]([CH2:2][C:3]([O:5][C:6]([CH3:9])([CH3:8])[CH3:7])=[O:4])=[C:10]=[O:11]. The yield is 0.482.